Dataset: Full USPTO retrosynthesis dataset with 1.9M reactions from patents (1976-2016). Task: Predict the reactants needed to synthesize the given product. (1) Given the product [CH3:1][O:2][C:3]1[CH:4]=[C:5]([C:9]2[C:10]([N:18]3[CH2:23][CH2:22][NH:21][CH2:20][CH2:19]3)=[C:11]3[CH:17]=[CH:16][NH:15][C:12]3=[N:13][CH:14]=2)[CH:6]=[CH:7][CH:8]=1, predict the reactants needed to synthesize it. The reactants are: [CH3:1][O:2][C:3]1[CH:4]=[C:5]([C:9]2[C:10]([N:18]3[CH2:23][CH2:22][N:21](C(OC(C)(C)C)=O)[CH2:20][CH2:19]3)=[C:11]3[CH:17]=[CH:16][NH:15][C:12]3=[N:13][CH:14]=2)[CH:6]=[CH:7][CH:8]=1.C(O)(C(F)(F)F)=O.C1(N)C(F)=C(F)C(F)=C(N)C=1F.Cl.Cl. (2) Given the product [CH:17]1([C:20]2[C:28]3[C:23](=[CH:24][C:25]([C:29]([N:11]4[CH2:16][CH2:15][O:14][CH2:13][CH2:12]4)=[O:30])=[CH:26][CH:27]=3)[N:22]([C:32]3[N:37]=[CH:36][C:35]([C:38]4[CH:43]=[CH:42][CH:41]=[CH:40][CH:39]=4)=[CH:34][N:33]=3)[N:21]=2)[CH2:18][CH2:19]1, predict the reactants needed to synthesize it. The reactants are: ON1C2N=CC=CC=2N=N1.[NH:11]1[CH2:16][CH2:15][O:14][CH2:13][CH2:12]1.[CH:17]1([C:20]2[C:28]3[C:23](=[CH:24][C:25]([C:29](O)=[O:30])=[CH:26][CH:27]=3)[N:22]([C:32]3[N:37]=[CH:36][C:35]([C:38]4[CH:43]=[CH:42][CH:41]=[CH:40][CH:39]=4)=[CH:34][N:33]=3)[N:21]=2)[CH2:19][CH2:18]1. (3) Given the product [NH2:23][CH2:24][C:25]1[CH:30]=[C:29]([C:2]2[CH:7]=[CH:6][CH:5]=[C:4]([CH:8]([O:10][C:11]3[CH:16]=[CH:15][CH:14]=[CH:13][C:12]=3[CH2:17][C:18]([OH:20])=[O:19])[CH3:9])[CH:3]=2)[CH:28]=[CH:27][CH:26]=1, predict the reactants needed to synthesize it. The reactants are: Cl[C:2]1[CH:3]=[C:4]([CH:8]([O:10][C:11]2[CH:16]=[CH:15][CH:14]=[CH:13][C:12]=2[CH2:17][C:18]([O:20]C)=[O:19])[CH3:9])[CH:5]=[CH:6][CH:7]=1.Cl.[NH2:23][CH2:24][C:25]1[CH:26]=[C:27](B(O)O)[CH:28]=[CH:29][CH:30]=1. (4) Given the product [CH2:1]([NH:8][C:9]1[C:10]2[S:18][CH:17]=[C:16]([CH:19]=[CH2:20])[C:11]=2[N:12]=[C:13]([NH:29][CH2:28][CH2:27][N:24]2[CH2:25][CH2:26][O:21][CH2:22][CH2:23]2)[N:14]=1)[C:2]1[CH:7]=[CH:6][CH:5]=[CH:4][CH:3]=1, predict the reactants needed to synthesize it. The reactants are: [CH2:1]([NH:8][C:9]1[C:10]2[S:18][CH:17]=[C:16]([CH:19]=[CH2:20])[C:11]=2[N:12]=[C:13](Cl)[N:14]=1)[C:2]1[CH:7]=[CH:6][CH:5]=[CH:4][CH:3]=1.[O:21]1[CH2:26][CH2:25][N:24]([CH2:27][CH2:28][NH2:29])[CH2:23][CH2:22]1. (5) The reactants are: [CH3:1][N:2]([CH3:19])[C:3]([C@@H:5]1[CH2:10][CH2:9][CH2:8][CH2:7][N:6]1[C:11]([C:13]1[CH:18]=[CH:17][CH:16]=[CH:15][CH:14]=1)=O)=O.[H-].[H-].[H-].[H-].[Li+].[Al+3]. Given the product [CH3:1][N:2]([CH3:19])[CH2:3][C@@H:5]1[CH2:10][CH2:9][CH2:8][CH2:7][N:6]1[CH2:11][C:13]1[CH:18]=[CH:17][CH:16]=[CH:15][CH:14]=1, predict the reactants needed to synthesize it.